This data is from Full USPTO retrosynthesis dataset with 1.9M reactions from patents (1976-2016). The task is: Predict the reactants needed to synthesize the given product. (1) Given the product [Cl:20][C:21]1[CH:22]=[CH:23][C:24]([C:27]2[N:31]([C:32]3[CH:37]=[CH:36][CH:35]=[CH:34][C:33]=3[O:38][CH3:39])[N:30]=[C:29]([O:5][C@@H:6]3[CH2:11][CH2:10][C@H:9]([NH:12][C:13](=[O:14])[O:15][C:16]([CH3:19])([CH3:18])[CH3:17])[CH2:8][CH2:7]3)[CH:28]=2)=[CH:25][CH:26]=1, predict the reactants needed to synthesize it. The reactants are: CS([O:5][C@H:6]1[CH2:11][CH2:10][C@H:9]([NH:12][C:13]([O:15][C:16]([CH3:19])([CH3:18])[CH3:17])=[O:14])[CH2:8][CH2:7]1)(=O)=O.[Cl:20][C:21]1[CH:26]=[CH:25][C:24]([C:27]2[N:31]([C:32]3[CH:37]=[CH:36][CH:35]=[CH:34][C:33]=3[O:38][CH3:39])[NH:30][C:29](=O)[CH:28]=2)=[CH:23][CH:22]=1. (2) Given the product [N+:16]([C:19]1[CH:20]=[CH:21][C:22]([C:25]2[O:31][C:28]([CH:29]=[C:6]3[CH2:5][CH2:4][CH2:3][N:2]=[C:7]3[C:9]3[CH:10]=[N:11][CH:12]=[CH:13][CH:14]=3)=[CH:27][CH:26]=2)=[CH:23][CH:24]=1)([O-:18])=[O:17], predict the reactants needed to synthesize it. The reactants are: [Cl-].[NH3+:2][CH2:3][CH2:4][CH2:5][CH2:6][C:7]([C:9]1[CH:10]=[NH+:11][CH:12]=[CH:13][CH:14]=1)=O.[Cl-].[N+:16]([C:19]1[CH:24]=[CH:23][C:22]([C:25]2[O:31][C:28]([CH:29]=O)=[CH:27][CH:26]=2)=[CH:21][CH:20]=1)([O-:18])=[O:17]. (3) Given the product [O:72]1[CH2:73][CH2:74][CH2:75][CH2:76][CH:71]1[O:70][CH2:69][CH2:68][N:67]1[C:77]2[C:82](=[CH:81][C:80]([C:86]([O:50][C:48]([CH3:51])([CH3:49])[CH3:47])=[O:85])=[CH:79][CH:78]=2)[C:63]2([CH2:64][CH2:65][NH:60][CH2:61][CH2:62]2)[C:66]1=[O:84], predict the reactants needed to synthesize it. The reactants are: C1C=CC(P(C2C(C3C(P(C4C=CC=CC=4)C4C=CC=CC=4)=CC=C4C=3C=CC=C4)=C3C(C=CC=C3)=CC=2)C2C=CC=CC=2)=CC=1.[CH3:47][C:48]([CH3:51])([O-:50])[CH3:49].[Na+].C(OC([N:60]1[CH2:65][CH2:64][CH:63]([C:66](=[O:84])[N:67]([C:77]2[CH:82]=[CH:81][CH:80]=[CH:79][C:78]=2Br)[CH2:68][CH2:69][O:70][CH:71]2[CH2:76][CH2:75][CH2:74][CH2:73][O:72]2)[CH2:62][CH2:61]1)=O)(C)(C)C.[O:85]1CCOC[CH2:86]1. (4) Given the product [Br:18][C:5]1[CH:6]=[C:7]([C:8]2[O:9][C:10]3[CH:16]=[CH:15][CH:14]=[C:13]([O:17][CH3:19])[C:11]=3[N:12]=2)[C:2]([NH2:1])=[N:3][CH:4]=1, predict the reactants needed to synthesize it. The reactants are: [NH2:1][C:2]1[C:7]([C:8]2[O:9][C:10]3[C:11](=[C:13]([OH:17])[CH:14]=[CH:15][CH:16]=3)[N:12]=2)=[CH:6][C:5]([Br:18])=[CH:4][N:3]=1.[C:19](=O)([O-])[O-].[K+].[K+]. (5) Given the product [CH:1]12[CH2:10][CH:5]3[CH2:6][CH:7]([CH2:9][CH:3]([CH2:4]3)[CH:2]1[NH:11][C:12]([C:14]1[CH:15]=[N:16][N:17]([C:20]3[CH:25]=[CH:24][CH:23]=[CH:22][CH:21]=3)[C:18]=1[NH:30][CH:26]1[CH2:29][CH2:28][CH2:27]1)=[O:13])[CH2:8]2, predict the reactants needed to synthesize it. The reactants are: [CH:1]12[CH2:10][CH:5]3[CH2:6][CH:7]([CH2:9][CH:3]([CH2:4]3)[CH:2]1[NH:11][C:12]([C:14]1[CH:15]=[N:16][N:17]([C:20]3[CH:25]=[CH:24][CH:23]=[CH:22][CH:21]=3)[C:18]=1Cl)=[O:13])[CH2:8]2.[CH:26]1([NH2:30])[CH2:29][CH2:28][CH2:27]1. (6) Given the product [Br:14][CH2:15][CH2:16][CH2:17][O:18][Si:10]([CH3:13])([CH3:12])[C:6]([CH3:9])([CH3:8])[CH3:7], predict the reactants needed to synthesize it. The reactants are: N1C=CN=C1.[C:6]([Si:10]([CH3:13])([CH3:12])Cl)([CH3:9])([CH3:8])[CH3:7].[Br:14][CH2:15][CH2:16][CH2:17][OH:18].CCOC(C)=O. (7) The reactants are: [CH2:1]([NH:8][C:9](=[O:15])[CH:10]([NH2:14])[CH2:11][O:12][CH3:13])[C:2]1[CH:7]=[CH:6][CH:5]=[CH:4][CH:3]=1.[C:16](OCC)(=[O:18])[CH3:17]. Given the product [CH2:1]([NH:8][C:9](=[O:15])[C@H:10]([NH:14][C:16](=[O:18])[CH3:17])[CH2:11][O:12][CH3:13])[C:2]1[CH:7]=[CH:6][CH:5]=[CH:4][CH:3]=1, predict the reactants needed to synthesize it. (8) Given the product [Br:41][CH2:42][CH2:43][N:26]1[C:18]2[N:19]=[C:20]([N:31]([CH2:29][CH3:30])[CH2:32][C:33]3[CH:34]=[CH:35][C:36]([O:39][CH3:40])=[CH:37][CH:38]=3)[N:21]=[CH:22][C:17]=2[CH:16]=[C:15]([C:3]2[CH:4]=[CH:5][C:6]([C:8]3[CH:13]=[N:12][CH:11]=[C:10]([CH3:14])[N:9]=3)=[CH:7][C:2]=2[Cl:1])[C:27]1=[O:28], predict the reactants needed to synthesize it. The reactants are: [Cl:1][C:2]1[CH:7]=[C:6]([C:8]2[CH:13]=[N:12][CH:11]=[C:10]([CH3:14])[N:9]=2)[CH:5]=[CH:4][C:3]=1[C:15]1[C:27](=[O:28])[NH:26][C:18]2[N:19]=[C:20](S(C)=O)[N:21]=[CH:22][C:17]=2[CH:16]=1.[CH2:29]([NH:31][CH2:32][C:33]1[CH:38]=[CH:37][C:36]([O:39][CH3:40])=[CH:35][CH:34]=1)[CH3:30].[Br:41][CH2:42][CH2:43]Br. (9) Given the product [F:75][C:69]1[C:70]([F:74])=[CH:71][CH:72]=[CH:73][C:68]=1[CH2:67][S:66][C:60]1[N:59]=[C:58]([NH:16][S:12]([N:7]2[CH2:6][CH2:5][N:4]([CH2:3][CH:2]3[CH2:1][CH2:11][CH2:51][O:52]3)[CH2:9][CH2:8]2)(=[O:14])=[O:13])[CH:63]=[C:62]([O:64][CH3:65])[N:61]=1, predict the reactants needed to synthesize it. The reactants are: [CH2:1]1[CH2:11]O[C:3](=[N+:4]2[CH2:9][CH2:8][N-:7][CH2:6][CH2:5]2)[CH2:2]1.[S:12]([NH2:16])(N)(=[O:14])=[O:13].C1(P(C2CCCCC2)C2C=CC=CC=2C2C(C(C)C)=CC(C(C)C)=CC=2C(C)C)CCCCC1.[C:51](=O)([O-])[O-:52].[Cs+].[Cs+].Cl[C:58]1[CH:63]=[C:62]([O:64][CH3:65])[N:61]=[C:60]([S:66][CH2:67][C:68]2[CH:73]=[CH:72][CH:71]=[C:70]([F:74])[C:69]=2[F:75])[N:59]=1. (10) Given the product [CH3:14][N:11]1[CH:7]([C:3]2[CH:2]=[CH:1][CH:6]=[N:5][CH:4]=2)[CH2:8][CH2:9][CH2:10]1, predict the reactants needed to synthesize it. The reactants are: [CH:1]1[CH:6]=[N:5][CH:4]=[C:3]([CH:7]2[NH:11][CH2:10][CH2:9][CH2:8]2)[CH:2]=1.C=O.[CH:14](O)=O.[OH-].[Na+].